From a dataset of Full USPTO retrosynthesis dataset with 1.9M reactions from patents (1976-2016). Predict the reactants needed to synthesize the given product. Given the product [CH2:14]([C:2]1[C:11]2[C:6](=[CH:7][CH:8]=[CH:9][CH:10]=2)[C:5]([Br:12])=[CH:4][N:3]=1)[C:15]1[CH:20]=[CH:19][CH:18]=[CH:17][CH:16]=1, predict the reactants needed to synthesize it. The reactants are: Cl[C:2]1[C:11]2[C:6](=[CH:7][CH:8]=[CH:9][CH:10]=2)[C:5]([Br:12])=[CH:4][N:3]=1.[Br-].[CH2:14]([Zn+])[C:15]1[CH:20]=[CH:19][CH:18]=[CH:17][CH:16]=1.[NH4+].[Cl-].